Dataset: Forward reaction prediction with 1.9M reactions from USPTO patents (1976-2016). Task: Predict the product of the given reaction. The product is: [CH2:11]([C:13]1[CH:14]=[CH:15][C:16]([OH:19])=[C:17]([CH:18]=1)[CH:1]=[O:20])[CH3:12]. Given the reactants [CH2:1]1N2CN3CN(C2)CN1C3.[CH2:11]([C:13]1[CH:18]=[CH:17][C:16]([OH:19])=[CH:15][CH:14]=1)[CH3:12].[OH2:20].Cl, predict the reaction product.